From a dataset of Catalyst prediction with 721,799 reactions and 888 catalyst types from USPTO. Predict which catalyst facilitates the given reaction. (1) Reactant: [I:1][C:2]1[CH:12]=[CH:11][C:5]2[N:6]=[C:7]([S:9][CH3:10])[S:8][C:4]=2[CH:3]=1.[Mn]([O-])(=O)(=O)=[O:14].[K+].[OH2:19]. Product: [I:1][C:2]1[CH:12]=[CH:11][C:5]2[N:6]=[C:7]([S:9]([CH3:10])(=[O:14])=[O:19])[S:8][C:4]=2[CH:3]=1. The catalyst class is: 15. (2) Reactant: [F:8][C:7]([F:10])([F:9])[C:6](O[C:6](=[O:11])[C:7]([F:10])([F:9])[F:8])=[O:11].[NH:14]1[C:22]2[C:17](=[CH:18][CH:19]=[CH:20][CH:21]=2)[CH2:16][CH2:15]1.C(N(CC)CC)C. Product: [F:10][C:7]([F:8])([F:9])[C:6]([N:14]1[C:22]2[C:17](=[CH:18][CH:19]=[CH:20][CH:21]=2)[CH2:16][CH2:15]1)=[O:11]. The catalyst class is: 4. (3) Reactant: Cl[C:2]1[N:7]=[C:6]([Cl:8])[N:5]=[C:4]([C:9]2[CH:14]=[CH:13][CH:12]=[CH:11][CH:10]=2)[N:3]=1.[CH:15]([NH2:18])([CH3:17])[CH3:16]. Product: [Cl:8][C:6]1[N:5]=[C:4]([C:9]2[CH:14]=[CH:13][CH:12]=[CH:11][CH:10]=2)[N:3]=[C:2]([NH:18][CH:15]([CH3:17])[CH3:16])[N:7]=1. The catalyst class is: 1. (4) Reactant: CO.[N:3]1[CH:8]=[CH:7][CH:6]=[CH:5][C:4]=1[C:9](=[O:11])[CH3:10].[BH4-].[Na+]. Product: [N:3]1[CH:8]=[CH:7][CH:6]=[CH:5][C:4]=1[CH:9]([OH:11])[CH3:10]. The catalyst class is: 6. (5) Reactant: [CH3:1][C:2]1[C:7]([N+:8]([O-:10])=[O:9])=[CH:6][CH:5]=[CH:4][N:3]=1.[CH3:11][N:12]([CH:14](OC)OC)[CH3:13]. Product: [CH3:11][N:12]([CH3:14])/[CH:13]=[CH:1]/[C:2]1[C:7]([N+:8]([O-:10])=[O:9])=[CH:6][CH:5]=[CH:4][N:3]=1. The catalyst class is: 3. (6) Reactant: [ClH:1].Cl.[NH2:3][C@@H:4]1[CH2:6][C@H:5]1[C:7]1[CH:8]=[C:9]([CH:19]=[CH:20][CH:21]=1)[C:10]([NH:12][C:13]1[CH:14]=[N:15][N:16]([CH3:18])[CH:17]=1)=[O:11].[F:22][C:23]([F:33])([F:32])[CH2:24][N:25]1[CH2:30][CH2:29][C:28](=O)[CH2:27][CH2:26]1.C(=O)([O-])O.[Na+]. Product: [ClH:1].[ClH:1].[ClH:1].[CH3:18][N:16]1[CH:17]=[C:13]([NH:12][C:10](=[O:11])[C:9]2[CH:19]=[CH:20][CH:21]=[C:7]([C@@H:5]3[CH2:6][C@H:4]3[NH:3][CH:28]3[CH2:27][CH2:26][N:25]([CH2:24][C:23]([F:33])([F:22])[F:32])[CH2:30][CH2:29]3)[CH:8]=2)[CH:14]=[N:15]1. The catalyst class is: 130. (7) Reactant: [CH:1]([C:3]1[CH:11]=[CH:10][C:6]2=[N:7][O:8][N:9]=[C:5]2[CH:4]=1)=[CH2:2].C1C=C(Cl)C=C(C(OO)=[O:20])C=1. Product: [O:20]1[CH2:2][CH:1]1[C:3]1[CH:11]=[CH:10][C:6]2=[N:7][O:8][N:9]=[C:5]2[CH:4]=1. The catalyst class is: 2. (8) Reactant: [N:1]1([C:7]2[C:13]3[CH:14]=[CH:15][CH:16]=[CH:17][C:12]=3[S:11][C:10]3[CH:18]=[CH:19][CH:20]=[CH:21][C:9]=3[N:8]=2)[CH2:6][CH2:5][NH:4][CH2:3][CH2:2]1.[OH:22][S:23]([OH:26])(=[O:25])=[O:24]. Product: [S:23](=[O:24])(=[O:22])([OH:26])[OH:25].[N:1]1([C:7]2[C:13]3[CH:14]=[CH:15][CH:16]=[CH:17][C:12]=3[S:11][C:10]3[CH:18]=[CH:19][CH:20]=[CH:21][C:9]=3[N:8]=2)[CH2:2][CH2:3][NH:4][CH2:5][CH2:6]1. The catalyst class is: 10. (9) Reactant: [Br:1][C:2]1[CH:7]=[CH:6][CH:5]=[CH:4][C:3]=1[CH2:8][C:9]#[N:10].[CH3:11]I.[H-].[Na+]. Product: [Br:1][C:2]1[CH:7]=[CH:6][CH:5]=[CH:4][C:3]=1[CH:8]([CH3:11])[C:9]#[N:10]. The catalyst class is: 9. (10) Reactant: [Cl:1][C:2]1[CH:9]=[CH:8][C:5]([CH:6]=O)=[CH:4][C:3]=1[F:10].[NH:11]1[CH2:16][CH2:15][CH:14]([NH:17][C:18](=[O:24])[O:19][C:20]([CH3:23])([CH3:22])[CH3:21])[CH2:13][CH2:12]1.C(O[BH-](OC(=O)C)OC(=O)C)(=O)C.[Na+].C(=O)([O-])O.[Na+]. Product: [Cl:1][C:2]1[CH:9]=[CH:8][C:5]([CH2:6][N:11]2[CH2:12][CH2:13][CH:14]([NH:17][C:18](=[O:24])[O:19][C:20]([CH3:22])([CH3:21])[CH3:23])[CH2:15][CH2:16]2)=[CH:4][C:3]=1[F:10]. The catalyst class is: 7.